From a dataset of Forward reaction prediction with 1.9M reactions from USPTO patents (1976-2016). Predict the product of the given reaction. Given the reactants [CH3:1][N:2]1[C:7](=[O:8])[CH:6]=[C:5]([C:9]2[CH:14]=[CH:13][N:12]=[CH:11][CH:10]=2)[N:4]=[C:3]1[CH:15]1[CH2:20][CH2:19][NH:18][CH2:17][CH2:16]1.[C:21](O[BH-](OC(=O)C)OC(=O)C)(=O)C.[Na+].C=O, predict the reaction product. The product is: [CH3:1][N:2]1[C:7](=[O:8])[CH:6]=[C:5]([C:9]2[CH:14]=[CH:13][N:12]=[CH:11][CH:10]=2)[N:4]=[C:3]1[CH:15]1[CH2:20][CH2:19][N:18]([CH3:21])[CH2:17][CH2:16]1.